Predict which catalyst facilitates the given reaction. From a dataset of Catalyst prediction with 721,799 reactions and 888 catalyst types from USPTO. (1) Reactant: [NH2:1][C:2]1[N:7]=[C:6]([C:8]2[O:9][CH:10]=[CH:11][CH:12]=2)[C:5]([C:13]2[CH:18]=[CH:17][N:16]=[CH:15][CH:14]=2)=[CH:4][C:3]=1[NH:19][C:20]([CH:22]1[CH2:24][CH2:23]1)=O. Product: [CH:22]1([C:20]2[NH:1][C:2]3=[N:7][C:6]([C:8]4[O:9][CH:10]=[CH:11][CH:12]=4)=[C:5]([C:13]4[CH:18]=[CH:17][N:16]=[CH:15][CH:14]=4)[CH:4]=[C:3]3[N:19]=2)[CH2:24][CH2:23]1. The catalyst class is: 15. (2) Reactant: [F:1][C:2]1[CH:7]=[CH:6][CH:5]=[CH:4][C:3]=1[C:8](=O)[CH2:9][CH:10]([C:13]#[N:14])[C:11]#[N:12].C1COCC1.[ClH:21]. Product: [Cl:21][C:11]1[NH:12][C:8]([C:3]2[CH:4]=[CH:5][CH:6]=[CH:7][C:2]=2[F:1])=[CH:9][C:10]=1[C:13]#[N:14]. The catalyst class is: 10. (3) Reactant: COCCS(F)(F)([F:11])(CCOC)N.ClC1C=CC(C(C(OCC)=O)(C2[CH:29]=[CH:28][C:26]([Cl:27])=[CH:25]C=2)O)=CC=1.[Cl:35][C:36]1[CH:41]=CC(C(C(OCC)=O)(C2C=CC(Cl)=CC=2)O)=CC=1.[C@@:56]12([OH:65])[N:63]([CH3:64])[C@@H:60]([CH2:61][CH2:62]1)[CH2:59][CH:58]=[CH:57]2.O.[C:67]([O-:70])(O)=[O:68].[Na+]. Product: [C@@:56]12([OH:65])[N:63]([CH3:64])[C@@H:60]([CH2:61][CH2:62]1)[CH2:59][CH:58]=[CH:57]2.[F:11][C:59]([C:58]1[CH:57]=[CH:29][CH:28]=[C:26]([Cl:27])[CH:25]=1)([C:60]1[CH:61]=[CH:62][CH:56]=[C:36]([Cl:35])[CH:41]=1)[C:67]([O-:70])=[O:68]. The catalyst class is: 4. (4) Reactant: [Cl:1][C:2]1[CH:7]=[CH:6][C:5]([CH:8]([C:26]2[CH:31]=[CH:30][C:29]([Cl:32])=[CH:28][CH:27]=2)[C:9]2[CH:10]=[C:11]3[C:16](=[CH:17][CH:18]=2)[N:15]=[N:14][CH:13]=[C:12]3[NH:19][CH:20]2[CH2:25][CH2:24][NH:23][CH2:22][CH2:21]2)=[CH:4][CH:3]=1.C(N(CC)CC)C.Cl[S:41]([C:44]1[CH:53]=[CH:52][CH:51]=[CH:50][C:45]=1[C:46]([O:48][CH3:49])=[O:47])(=[O:43])=[O:42]. Product: [Cl:1][C:2]1[CH:7]=[CH:6][C:5]([CH:8]([C:26]2[CH:27]=[CH:28][C:29]([Cl:32])=[CH:30][CH:31]=2)[C:9]2[CH:10]=[C:11]3[C:16](=[CH:17][CH:18]=2)[N:15]=[N:14][CH:13]=[C:12]3[NH:19][CH:20]2[CH2:21][CH2:22][N:23]([S:41]([C:44]3[CH:53]=[CH:52][CH:51]=[CH:50][C:45]=3[C:46]([O:48][CH3:49])=[O:47])(=[O:43])=[O:42])[CH2:24][CH2:25]2)=[CH:4][CH:3]=1. The catalyst class is: 4. (5) Reactant: [CH2:1]([O:3][C:4](=[O:15])[CH2:5][NH:6][C:7]1[C:12](Br)=[N:11][C:10]([Br:14])=[CH:9][N:8]=1)[CH3:2].Cl.[CH3:17][O:18][C@H:19]1[CH2:24][CH2:23][C@H:22]([NH2:25])[CH2:21][CH2:20]1.CN1C(=O)CCC1.[Cl-].[Na+]. Product: [Br:14][C:10]1[N:11]=[C:12]([NH:25][C@H:22]2[CH2:23][CH2:24][C@H:19]([O:18][CH3:17])[CH2:20][CH2:21]2)[C:7]([NH:6][CH2:5][C:4]([O:3][CH2:1][CH3:2])=[O:15])=[N:8][CH:9]=1. The catalyst class is: 25. (6) Reactant: [N:1]1[C:10]2[C:5](=[CH:6][C:7]([CH2:11][N:12]3[C:16]4=[N:17][C:18]([C:21]5[CH:42]=[CH:41][C:24]([C:25]([NH:27][CH:28]6[CH2:33][CH2:32][N:31](C(OC(C)(C)C)=O)[CH2:30][CH2:29]6)=[O:26])=[CH:23][CH:22]=5)=[CH:19][CH:20]=[C:15]4[N:14]=[N:13]3)=[CH:8][CH:9]=2)[CH:4]=[CH:3][CH:2]=1.[ClH:43]. Product: [ClH:43].[NH:31]1[CH2:32][CH2:33][CH:28]([NH:27][C:25](=[O:26])[C:24]2[CH:41]=[CH:42][C:21]([C:18]3[N:17]=[C:16]4[N:12]([CH2:11][C:7]5[CH:6]=[C:5]6[C:10](=[CH:9][CH:8]=5)[N:1]=[CH:2][CH:3]=[CH:4]6)[N:13]=[N:14][C:15]4=[CH:20][CH:19]=3)=[CH:22][CH:23]=2)[CH2:29][CH2:30]1. The catalyst class is: 116. (7) Reactant: C[O:2][C:3](=[O:22])[CH:4]([C:14]1[CH:19]=[C:18]([Cl:20])[CH:17]=[C:16]([Cl:21])[CH:15]=1)[CH2:5][C:6]1[CH:11]=[CH:10][CH:9]=[C:8]([O:12][CH3:13])[CH:7]=1.[Li+].[OH-].O.Cl. Product: [Cl:20][C:18]1[CH:19]=[C:14]([CH:4]([CH2:5][C:6]2[CH:11]=[CH:10][CH:9]=[C:8]([O:12][CH3:13])[CH:7]=2)[C:3]([OH:22])=[O:2])[CH:15]=[C:16]([Cl:21])[CH:17]=1. The catalyst class is: 5. (8) Product: [F:22][C:23]1[CH:24]=[CH:25][C:26]([C:27]([N:7]2[CH2:6][CH:5]3[CH2:1][N:2]([C:9]4[N:14]=[C:13]([C:15]([F:18])([F:17])[F:16])[N:12]=[C:11]([N:19]([CH3:21])[CH3:20])[CH:10]=4)[CH2:3][CH:4]3[CH2:8]2)=[O:28])=[C:30]([N:32]2[N:36]=[CH:35][CH:34]=[N:33]2)[CH:31]=1. Reactant: [CH2:1]1[CH:5]2[CH2:6][NH:7][CH2:8][CH:4]2[CH2:3][N:2]1[C:9]1[N:14]=[C:13]([C:15]([F:18])([F:17])[F:16])[N:12]=[C:11]([N:19]([CH3:21])[CH3:20])[CH:10]=1.[F:22][C:23]1[CH:31]=[C:30]([N:32]2[N:36]=[CH:35][CH:34]=[N:33]2)[C:26]([C:27](O)=[O:28])=[CH:25][CH:24]=1.CN(C(ON1N=NC2C=CC=NC1=2)=[N+](C)C)C.F[P-](F)(F)(F)(F)F.CCN(C(C)C)C(C)C. The catalyst class is: 39. (9) Reactant: Cl[C:2]1[C:11]2[C:6](=[CH:7][C:8]([Cl:12])=[CH:9][CH:10]=2)[N:5]=[CH:4][CH:3]=1.Cl.[BH3-]C#N.[Na+]. Product: [Cl:12][C:8]1[CH:7]=[C:6]2[C:11]([CH2:2][CH2:3][CH2:4][NH:5]2)=[CH:10][CH:9]=1. The catalyst class is: 14. (10) Reactant: CO[C:3](=[O:12])[C:4]1[CH:9]=[C:8](Br)[C:7](Cl)=[N:6][CH:5]=1.[Cl:13][C:14]1[CH:19]=[CH:18][C:17](B(O)O)=[CH:16][CH:15]=1.[NH2:23][C@@H:24]1[CH2:29][CH2:28][CH2:27][CH2:26][C@H:25]1[OH:30]. Product: [Cl:13][C:14]1[CH:19]=[CH:18][C:17]([C:8]2[C:7]([O:30][CH:25]([CH3:26])[CH3:24])=[N:6][CH:5]=[C:4]([CH:9]=2)[C:3]([NH:23][C@@H:24]2[CH2:29][CH2:28][CH2:27][CH2:26][C@H:25]2[OH:30])=[O:12])=[CH:16][CH:15]=1. The catalyst class is: 32.